Dataset: Forward reaction prediction with 1.9M reactions from USPTO patents (1976-2016). Task: Predict the product of the given reaction. (1) The product is: [C:1]1([C:7]#[C:8][C:10]2[CH:11]=[N:12][CH:13]=[CH:14][CH:15]=2)[CH:6]=[CH:5][CH:4]=[CH:3][CH:2]=1. Given the reactants [C:1]1([C:7]#[CH:8])[CH:6]=[CH:5][CH:4]=[CH:3][CH:2]=1.Br[C:10]1[CH:11]=[N:12][CH:13]=[CH:14][CH:15]=1, predict the reaction product. (2) Given the reactants [C:1]([O:5][C:6](=[O:34])[NH:7][C:8]1[S:9][C:10]2[CH:16]=[C:15]([CH2:17][C:18]3[CH:23]=[CH:22][C:21]([N+:24]([O-])=O)=[CH:20][CH:19]=3)[CH:14]=[C:13]([C:27]3[CH:32]=[CH:31][CH:30]=[C:29]([Cl:33])[CH:28]=3)[C:11]=2[N:12]=1)([CH3:4])([CH3:3])[CH3:2], predict the reaction product. The product is: [C:1]([O:5][C:6](=[O:34])[NH:7][C:8]1[S:9][C:10]2[CH:16]=[C:15]([CH2:17][C:18]3[CH:23]=[CH:22][C:21]([NH2:24])=[CH:20][CH:19]=3)[CH:14]=[C:13]([C:27]3[CH:32]=[CH:31][CH:30]=[C:29]([Cl:33])[CH:28]=3)[C:11]=2[N:12]=1)([CH3:4])([CH3:2])[CH3:3]. (3) Given the reactants [C:1]([O:5][C:6]([N:8]1[CH2:13][CH2:12][N:11]([C:14]2[CH:19]=[CH:18][C:17]([C@@H:20]([N:22]([C:37]([O:39][C:40]([CH3:43])([CH3:42])[CH3:41])=[O:38])[CH2:23][CH2:24][C:25]3[CH:30]=[C:29]([O:31][CH3:32])[C:28]([N+:33]([O-])=O)=[CH:27][C:26]=3[Cl:36])[CH3:21])=[CH:16][CH:15]=2)[CH2:10][CH2:9]1)=[O:7])([CH3:4])([CH3:3])[CH3:2].[NH4+].[Cl-], predict the reaction product. The product is: [C:1]([O:5][C:6]([N:8]1[CH2:13][CH2:12][N:11]([C:14]2[CH:19]=[CH:18][C:17]([C@@H:20]([N:22]([CH2:23][CH2:24][C:25]3[CH:30]=[C:29]([O:31][CH3:32])[C:28]([NH2:33])=[CH:27][C:26]=3[Cl:36])[C:37]([O:39][C:40]([CH3:42])([CH3:43])[CH3:41])=[O:38])[CH3:21])=[CH:16][CH:15]=2)[CH2:10][CH2:9]1)=[O:7])([CH3:2])([CH3:3])[CH3:4]. (4) Given the reactants [CH3:1][C:2]1([CH3:9])[CH2:7][CH2:6][CH2:5][C:4](=[O:8])[CH2:3]1.[BH4-].[Na+], predict the reaction product. The product is: [CH3:1][C:2]1([CH3:9])[CH2:7][CH2:6][CH2:5][CH:4]([OH:8])[CH2:3]1. (5) Given the reactants [C:1]([C:3]1[CH:22]=[CH:21][C:6]([CH:7]=[C:8]2[CH2:13][CH2:12][N:11]([C:14]([O:16][C:17]([CH3:20])([CH3:19])[CH3:18])=[O:15])[CH2:10][CH2:9]2)=[CH:5][CH:4]=1)#N, predict the reaction product. The product is: [CH3:1][C:3]1[CH:4]=[CH:5][C:6]([CH2:7][CH:8]2[CH2:9][CH2:10][N:11]([C:14]([O:16][C:17]([CH3:18])([CH3:20])[CH3:19])=[O:15])[CH2:12][CH2:13]2)=[CH:21][CH:22]=1. (6) The product is: [Br:38][CH2:10][CH2:9][C:5]1[CH:6]=[CH:7][CH:8]=[C:3]([O:2][CH3:1])[C:4]=1[CH2:12][CH2:13][C:14]1[CH:18]=[CH:17][S:16][CH:15]=1. Given the reactants [CH3:1][O:2][C:3]1[C:4]([CH2:12][CH2:13][C:14]2[CH:18]=[CH:17][S:16][CH:15]=2)=[C:5]([CH2:9][CH2:10]O)[CH:6]=[CH:7][CH:8]=1.C1(P(C2C=CC=CC=2)C2C=CC=CC=2)C=CC=CC=1.[Br:38]N1C(=O)CCC1=O, predict the reaction product.